Dataset: Full USPTO retrosynthesis dataset with 1.9M reactions from patents (1976-2016). Task: Predict the reactants needed to synthesize the given product. (1) The reactants are: [OH:1][CH2:2][CH:3]([NH:7][C:8]([N:10]1[CH2:15][CH2:14][CH2:13][CH2:12][CH2:11]1)=[O:9])[C:4]([OH:6])=O.[CH:16]1[C:26]2[CH:25]=[CH:24][C:23]3[CH:27]=[CH:28][CH:29]=[CH:30][C:22]=3[C:21](=[C:31]3[CH2:36][CH2:35][NH:34][CH2:33][CH2:32]3)[C:20]=2[CH:19]=[CH:18][CH:17]=1.Cl.C(N=C=NCCCN(C)C)C.C(N(CC)CC)C. Given the product [CH:16]1[C:26]2[CH:25]=[CH:24][C:23]3[CH:27]=[CH:28][CH:29]=[CH:30][C:22]=3[C:21](=[C:31]3[CH2:32][CH2:33][N:34]([C:4](=[O:6])[CH:3]([NH:7][C:8]([N:10]4[CH2:15][CH2:14][CH2:13][CH2:12][CH2:11]4)=[O:9])[CH2:2][OH:1])[CH2:35][CH2:36]3)[C:20]=2[CH:19]=[CH:18][CH:17]=1, predict the reactants needed to synthesize it. (2) Given the product [Cl:3][C:4]1[CH:9]=[CH:8][C:7]([O:10][CH2:15][CH2:16][CH2:17][O:18][CH3:19])=[C:6]([N+:11]([O-:13])=[O:12])[CH:5]=1, predict the reactants needed to synthesize it. The reactants are: [H-].[Na+].[Cl:3][C:4]1[CH:9]=[CH:8][C:7]([OH:10])=[C:6]([N+:11]([O-:13])=[O:12])[CH:5]=1.Br[CH2:15][CH2:16][CH2:17][O:18][CH3:19].